Dataset: Full USPTO retrosynthesis dataset with 1.9M reactions from patents (1976-2016). Task: Predict the reactants needed to synthesize the given product. (1) Given the product [Cl:1][C:2]1[CH:9]=[CH:8][C:5]([CH2:6][N:12]2[CH2:17][CH2:16][C:15](=[O:18])[CH2:14][CH2:13]2)=[CH:4][CH:3]=1, predict the reactants needed to synthesize it. The reactants are: [Cl:1][C:2]1[CH:9]=[CH:8][C:5]([CH2:6]Cl)=[CH:4][CH:3]=1.O.Cl.[NH:12]1[CH2:17][CH2:16][C:15](=[O:18])[CH2:14][CH2:13]1.C(=O)([O-])[O-].[K+].[K+]. (2) Given the product [NH2:30][C:26]1[C:25]([F:37])=[C:24]([C:9]2[N:10]=[C:11]([C:13]([NH:16][C:17](=[O:18])[O:19][C:20]([CH3:23])([CH3:22])[CH3:21])([CH3:15])[CH3:14])[S:12][C:8]=2[C:6]2[CH:5]=[CH:4][N:3]=[C:2]([Cl:1])[N:7]=2)[CH:29]=[CH:28][CH:27]=1, predict the reactants needed to synthesize it. The reactants are: [Cl:1][C:2]1[N:7]=[C:6]([C:8]2[S:12][C:11]([C:13]([NH:16][C:17]([O:19][C:20]([CH3:23])([CH3:22])[CH3:21])=[O:18])([CH3:15])[CH3:14])=[N:10][C:9]=2[C:24]2[C:25]([F:37])=[C:26]([NH:30]C(=O)OCC=C)[CH:27]=[CH:28][CH:29]=2)[CH:5]=[CH:4][N:3]=1.C([SnH](CCCC)CCCC)CCC.O.